Dataset: Catalyst prediction with 721,799 reactions and 888 catalyst types from USPTO. Task: Predict which catalyst facilitates the given reaction. Reactant: [CH2:1]([O:3][C:4](=[O:25])[NH:5][C:6]1[CH:7]=[C:8]2[CH2:16][CH2:15][CH2:14][CH2:13][CH:12]([O:17][Si:18]([C:21]([CH3:24])([CH3:23])[CH3:22])([CH3:20])[CH3:19])[C:9]2=[N:10][CH:11]=1)[CH3:2].CO.CC(C)([O-])C.[Li+].C(O[C@@H]([CH2:41][NH:42][C:43](=[O:45])[CH3:44])CCl)(=O)C. Product: [C:21]([Si:18]([CH3:20])([CH3:19])[O:17][CH:12]1[C:9]2=[N:10][CH:11]=[C:6]([N:5]3[CH2:2][C@H:1]([CH2:41][NH:42][C:43](=[O:45])[CH3:44])[O:3][C:4]3=[O:25])[CH:7]=[C:8]2[CH2:16][CH2:15][CH2:14][CH2:13]1)([CH3:24])([CH3:23])[CH3:22]. The catalyst class is: 3.